This data is from Catalyst prediction with 721,799 reactions and 888 catalyst types from USPTO. The task is: Predict which catalyst facilitates the given reaction. Reactant: C([N+](CCCC)(CCCC)CCCC)CCC.[P:18]([O:22][CH2:23][C@@H:24]1[C@@H:28]([O:29][P:30]([O:33][CH2:34][C@@H:35]2[C@@H:39]([OH:40])[C@@H:38]([OH:41])[C@H:37]([N:42]3[CH:50]=[N:49][C:48]4[C:43]3=[N:44][CH:45]=[N:46][C:47]=4[NH2:51])[O:36]2)([OH:32])=[O:31])[CH2:27][C@H:26]([N:52]2[CH:57]=[CH:56][C:55]([NH2:58])=[N:54][C:53]2=[O:59])[O:25]1)([OH:21])([OH:20])=[O:19].[N:60]([C:63]1[CH:103]=[CH:102][C:66]([CH2:67][O:68][C:69]([NH:71][C@@H:72]([CH2:95][S:96][S:97][C:98]([CH3:101])([CH3:100])[CH3:99])[C:73]([NH:75][CH2:76][CH2:77][CH2:78][CH2:79][C@H:80]([NH:87][C:88]([O:90][C:91]([CH3:94])([CH3:93])[CH3:92])=[O:89])[C:81](OCC#N)=[O:82])=[O:74])=[O:70])=[CH:65][CH:64]=1)=[N+:61]=[N-:62]. Product: [N:60]([C:63]1[CH:64]=[CH:65][C:66]([CH2:67][O:68][C:69]([NH:71][C@@H:72]([CH2:95][S:96][S:97][C:98]([CH3:101])([CH3:100])[CH3:99])[C:73]([NH:75][CH2:76][CH2:77][CH2:78][CH2:79][C@@H:80]([NH:87][C:88]([O:90][C:91]([CH3:92])([CH3:93])[CH3:94])=[O:89])[C:81]([O:40][C@H:39]2[C@@H:38]([OH:41])[C@H:37]([N:42]3[CH:50]=[N:49][C:48]4[C:43]3=[N:44][CH:45]=[N:46][C:47]=4[NH2:51])[O:36][C@H:35]2[CH2:34][O:33][P:30]([O:29][C@H:28]2[CH2:27][C@H:26]([N:52]3[CH:57]=[CH:56][C:55]([NH2:58])=[N:54][C:53]3=[O:59])[O:25][C@@H:24]2[CH2:23][O:22][P:18]([OH:21])([OH:20])=[O:19])([OH:32])=[O:31])=[O:82])=[O:74])=[O:70])=[CH:102][CH:103]=1)=[N+:61]=[N-:62]. The catalyst class is: 132.